From a dataset of Reaction yield outcomes from USPTO patents with 853,638 reactions. Predict the reaction yield, written as a fraction of the theoretical maximum amount of product (1.0 means a 100% yield; for example, 0.34 means a 34% yield). (1) The yield is 1.00. The catalyst is CCO. The product is [CH2:1]([N:3]1[C:8](=[O:9])[CH:7]=[C:6]([NH:10][C:11]2[CH:16]=[CH:15][C:14]([I:17])=[CH:13][C:12]=2[F:18])[C:5]([C:19]([OH:21])=[O:20])=[CH:4]1)[CH3:2]. The reactants are [CH2:1]([N:3]1[C:8](=[O:9])[CH:7]=[C:6]([NH:10][C:11]2[CH:16]=[CH:15][C:14]([I:17])=[CH:13][C:12]=2[F:18])[C:5]([C:19]([O:21]CC)=[O:20])=[CH:4]1)[CH3:2].[OH-].[Na+]. (2) The reactants are [F:1][C:2]1[CH:7]=[CH:6][C:5]([CH2:8][C:9]([NH2:11])=[O:10])=[CH:4][CH:3]=1.C(Cl)(=O)[C:13](Cl)=[O:14].[NH2:18][C:19]1[CH:37]=[CH:36][C:22]([O:23][C:24]2[N:29]=[CH:28][N:27]=[C:26]([NH:30][C:31](=[O:35])[N:32]([CH3:34])[CH3:33])[CH:25]=2)=[C:21]([F:38])[CH:20]=1.C(OCC)C. The catalyst is ClCCCl.CN(C)C=O.CCCCCC. The product is [F:38][C:21]1[CH:20]=[C:19]([NH:18][C:13]([NH:11][C:9](=[O:10])[CH2:8][C:5]2[CH:4]=[CH:3][C:2]([F:1])=[CH:7][CH:6]=2)=[O:14])[CH:37]=[CH:36][C:22]=1[O:23][C:24]1[N:29]=[CH:28][N:27]=[C:26]([NH:30][C:31](=[O:35])[N:32]([CH3:34])[CH3:33])[CH:25]=1. The yield is 0.498. (3) The reactants are Cl[C:2]1[N:7]=[C:6]([NH:8][C:9]2[CH:14]=[CH:13][C:12]3[O:15][CH2:16][CH2:17][O:18][C:11]=3[CH:10]=2)[C:5]([F:19])=[CH:4][N:3]=1.[NH2:20][C:21]1[CH:22]=[N:23][CH:24]=[CH:25][CH:26]=1.CC(C)([O-])C.[Na+].C1C=CC(P(C2C=CC3C(=CC=CC=3)C=2C2C3C(=CC=CC=3)C=CC=2P(C2C=CC=CC=2)C2C=CC=CC=2)C2C=CC=CC=2)=CC=1.C(N(CC)C(C)C)(C)C. The catalyst is C1(C)C=CC=CC=1.C([O-])(=O)C.[Pd+2].C([O-])(=O)C. The product is [CH2:17]1[CH2:16][O:15][C:12]2[CH:13]=[CH:14][C:9]([NH:8][C:6]3[C:5]([F:19])=[CH:4][N:3]=[C:2]([NH:20][C:21]4[CH:22]=[N:23][CH:24]=[CH:25][CH:26]=4)[N:7]=3)=[CH:10][C:11]=2[O:18]1. The yield is 0.140. (4) The reactants are [C:1]1([C:7]([OH:9])=[O:8])([C:4](O)=[O:5])[CH2:3][CH2:2]1.C(N(CC)CC)C.S(Cl)(Cl)=O.[CH2:21]([NH2:28])[C:22]1[CH:27]=[CH:26][CH:25]=[CH:24][CH:23]=1. The catalyst is C1COCC1.C(OCC)(=O)C. The product is [CH2:21]([NH:28][C:4]([C:1]1([C:7]([OH:9])=[O:8])[CH2:3][CH2:2]1)=[O:5])[C:22]1[CH:27]=[CH:26][CH:25]=[CH:24][CH:23]=1. The yield is 0.521. (5) The yield is 0.580. The product is [F:11][C:12]1[CH:17]=[C:16]([N+:18]([O-:20])=[O:19])[CH:15]=[CH:14][C:13]=1[O:21][C:2]1[C:7]2=[CH:8][CH:9]=[CH:10][N:6]2[N:5]=[CH:4][N:3]=1. The catalyst is CN(C)C=O. The reactants are Cl[C:2]1[C:7]2=[CH:8][CH:9]=[CH:10][N:6]2[N:5]=[CH:4][N:3]=1.[F:11][C:12]1[CH:17]=[C:16]([N+:18]([O-:20])=[O:19])[CH:15]=[CH:14][C:13]=1[OH:21].C(=O)([O-])[O-].[K+].[K+]. (6) The reactants are [CH3:1][N:2]([CH3:29])[C:3]([N:5]1[CH2:9][CH:8]2[CH2:10][C:11]([CH:24]3[CH2:28][CH2:27][CH2:26][CH2:25]3)([NH:13][CH2:14][C:15]([N:17]3[CH2:21][CH2:20][CH2:19][C@H:18]3[C:22]#[N:23])=[O:16])[CH2:12][CH:7]2[CH2:6]1)=[O:4].[C:30]([OH:39])(=[O:38])[CH:31]([CH:33]([C:35]([OH:37])=[O:36])[OH:34])[OH:32].CCCCCC. The catalyst is C(OCC)(=O)C.CC(C)=O. The product is [C:35]([CH:33]([CH:31]([C:30]([OH:39])=[O:38])[OH:32])[OH:34])([OH:37])=[O:36].[CH3:1][N:2]([CH3:29])[C:3]([N:5]1[CH2:9][CH:8]2[CH2:10][C:11]([CH:24]3[CH2:25][CH2:26][CH2:27][CH2:28]3)([NH:13][CH2:14][C:15]([N:17]3[CH2:21][CH2:20][CH2:19][C@H:18]3[C:22]#[N:23])=[O:16])[CH2:12][CH:7]2[CH2:6]1)=[O:4]. The yield is 0.650. (7) The reactants are FC(F)(F)S(O[C:7]1[CH:24]=[CH:23][C:10]2[CH2:11][CH2:12][N:13]([C:16]([O:18][C:19]([CH3:22])([CH3:21])[CH3:20])=[O:17])[CH2:14][CH2:15][C:9]=2[CH:8]=1)(=O)=O.[CH3:27][C:28]1([CH3:44])[C:32]([CH3:34])([CH3:33])[O:31][B:30]([B:30]2[O:31][C:32]([CH3:34])([CH3:33])[C:28]([CH3:44])([CH3:27])[O:29]2)[O:29]1.C([O-])(=O)C.[K+]. The catalyst is O1CCOCC1.C(OCC)(=O)C.O.[Cl-].[Na+].O.C1C=CC(P(C2C=CC=CC=2)[C-]2C=CC=C2)=CC=1.C1C=CC(P(C2C=CC=CC=2)[C-]2C=CC=C2)=CC=1.Cl[Pd]Cl.[Fe+2].C1(P(C2C=CC=CC=2)[C-]2C=CC=C2)C=CC=CC=1.[C-]1(P(C2C=CC=CC=2)C2C=CC=CC=2)C=CC=C1.[Fe+2]. The product is [CH3:27][C:28]1([CH3:44])[C:32]([CH3:34])([CH3:33])[O:31][B:30]([C:7]2[CH:24]=[CH:23][C:10]3[CH2:11][CH2:12][N:13]([C:16]([O:18][C:19]([CH3:22])([CH3:21])[CH3:20])=[O:17])[CH2:14][CH2:15][C:9]=3[CH:8]=2)[O:29]1. The yield is 0.220.